The task is: Predict which catalyst facilitates the given reaction.. This data is from Catalyst prediction with 721,799 reactions and 888 catalyst types from USPTO. (1) Reactant: [O:1]=[C:2]1[N:10]([CH2:11][CH2:12][CH3:13])[C:9]2[N:8]=[C:7]([CH:14]3[CH2:20][CH:19]4[CH:21]([CH:22](C(O)=O)[C:23]([OH:25])=[O:24])[CH:16]([CH2:17][CH2:18]4)[CH2:15]3)[NH:6][C:5]=2[C:4](=[O:29])[N:3]1[CH2:30][CH2:31][CH3:32].[OH-].[K+]. Product: [O:1]=[C:2]1[N:10]([CH2:11][CH2:12][CH3:13])[C:9]2[N:8]=[C:7]([CH:14]3[CH2:20][CH:19]4[CH:21]([CH2:22][C:23]([OH:25])=[O:24])[CH:16]([CH2:17][CH2:18]4)[CH2:15]3)[NH:6][C:5]=2[C:4](=[O:29])[N:3]1[CH2:30][CH2:31][CH3:32]. The catalyst class is: 5. (2) Product: [Cl:26][C:27]1[CH:34]=[C:33]([O:24][C:21]2[CH:22]=[CH:23][C:18]([CH:17]3[C:10]4=[N:9][S:8](=[O:7])(=[O:25])[CH2:13][CH2:12][N:11]4[CH2:14][CH2:15][CH2:16]3)=[CH:19][CH:20]=2)[CH:32]=[CH:31][C:28]=1[C:29]#[N:30]. The catalyst class is: 3. Reactant: C(=O)([O-])[O-].[K+].[K+].[O:7]=[S:8]1(=[O:25])[CH2:13][CH2:12][N:11]2[CH2:14][CH2:15][CH2:16][CH:17]([C:18]3[CH:23]=[CH:22][C:21]([OH:24])=[CH:20][CH:19]=3)[C:10]2=[N:9]1.[Cl:26][C:27]1[CH:34]=[C:33](F)[CH:32]=[CH:31][C:28]=1[C:29]#[N:30]. (3) Reactant: CS(O)(=O)=O.O=P12OP3(OP(OP(O3)(O1)=O)(=O)O2)=O.[OH-].[Na+].C[O:23][C:24](=O)[C:25]1[CH:30]=[CH:29][C:28]([C:31]2[O:32][CH:33]=[CH:34][N:35]=2)=[CH:27][CH:26]=1.CS(OC)(=O)=O.CC(C[AlH]CC(C)C)C. Product: [O:32]1[CH:33]=[CH:34][N:35]=[C:31]1[C:28]1[CH:27]=[CH:26][C:25]([CH2:24][OH:23])=[CH:30][CH:29]=1. The catalyst class is: 1. (4) Reactant: [Cl:1][C:2]1[CH:7]=[CH:6][C:5]([CH:8]2[CH2:13][CH2:12][CH2:11][CH2:10][C:9]2=[O:14])=[CH:4][CH:3]=1.[Br:15]Br. Product: [Br:15][CH:10]1[C:9](=[O:14])[CH:8]([C:5]2[CH:4]=[CH:3][C:2]([Cl:1])=[CH:7][CH:6]=2)[CH2:13][CH2:12][CH2:11]1. The catalyst class is: 22. (5) Reactant: [NH2:1][C:2]1[CH:7]=[CH:6][C:5]([C:8]2[C:16]3[C:15]([NH2:17])=[N:14][CH:13]=[N:12][C:11]=3[N:10]([CH:18]3[CH2:23][CH2:22][O:21][CH2:20][CH2:19]3)[CH:9]=2)=[CH:4][C:3]=1[O:24][CH3:25].N1C=CC=C[CH:27]=1.[CH:32]1([C:37](Cl)=[O:38])[CH2:36]CC[CH2:33]1. Product: [NH2:17][C:15]1[C:16]2[C:8]([C:5]3[CH:6]=[CH:7][C:2]([NH:1][C:37](=[O:38])[C:32]([CH3:27])([CH3:36])[CH3:33])=[C:3]([O:24][CH3:25])[CH:4]=3)=[CH:9][N:10]([CH:18]3[CH2:19][CH2:20][O:21][CH2:22][CH2:23]3)[C:11]=2[N:12]=[CH:13][N:14]=1. The catalyst class is: 4. (6) The catalyst class is: 2. Product: [CH3:1][O:2][C:3](=[O:16])[CH2:4][N:5]([C:17]([O:19][C:20]([CH3:23])([CH3:22])[CH3:21])=[O:18])[CH2:6][C:7]1[CH:12]=[CH:11][CH:10]=[CH:9][C:8]=1[N+:13]([O-:15])=[O:14]. Reactant: [CH3:1][O:2][C:3](=[O:16])[CH2:4][NH:5][CH2:6][C:7]1[CH:12]=[CH:11][CH:10]=[CH:9][C:8]=1[N+:13]([O-:15])=[O:14].[C:17](O[C:17]([O:19][C:20]([CH3:23])([CH3:22])[CH3:21])=[O:18])([O:19][C:20]([CH3:23])([CH3:22])[CH3:21])=[O:18].